This data is from Catalyst prediction with 721,799 reactions and 888 catalyst types from USPTO. The task is: Predict which catalyst facilitates the given reaction. (1) Reactant: [OH:1][CH:2]1[CH2:6][N:5]([C:7]([O:9][CH2:10][C:11]2[CH:16]=[CH:15][CH:14]=[CH:13][CH:12]=2)=[O:8])[CH2:4][CH:3]1[C:17]([OH:19])=O.CN(C(ON1N=NC2C=CC=NC1=2)=[N+](C)C)C.F[P-](F)(F)(F)(F)F.[NH:44]1[C:52]2[C:47](=[C:48]([C:53]3[CH:54]=[C:55]([NH2:62])[C:56]4[CH:57]=[N:58][NH:59][C:60]=4[CH:61]=3)[CH:49]=[CH:50][CH:51]=2)[CH:46]=[CH:45]1.CCN(C(C)C)C(C)C. Product: [OH:1][CH:2]1[CH:3]([C:17]([NH:62][C:55]2[CH:54]=[C:53]([C:48]3[CH:49]=[CH:50][CH:51]=[C:52]4[C:47]=3[CH:46]=[CH:45][NH:44]4)[CH:61]=[C:60]3[C:56]=2[CH:57]=[N:58][NH:59]3)=[O:19])[CH2:4][N:5]([C:7]([O:9][CH2:10][C:11]2[CH:12]=[CH:13][CH:14]=[CH:15][CH:16]=2)=[O:8])[CH2:6]1. The catalyst class is: 3. (2) Reactant: [Br:1][C:2]1[CH:3]=[C:4]([CH:7]=[CH:8][C:9]=1[OH:10])[CH:5]=[O:6].Br[CH:12]1[CH2:17][CH2:16][CH2:15][CH2:14][CH2:13]1.C([O-])([O-])=O.[K+].[K+]. Product: [Br:1][C:2]1[CH:3]=[C:4]([CH:7]=[CH:8][C:9]=1[O:10][CH:12]1[CH2:17][CH2:16][CH2:15][CH2:14][CH2:13]1)[CH:5]=[O:6]. The catalyst class is: 3. (3) Reactant: [Br:1][C:2]1[CH:3]=[CH:4][C:5]([F:21])=[C:6]([C@@:8]([NH:14][S@@:15]([C:17]([CH3:20])([CH3:19])[CH3:18])=[O:16])([CH2:11][CH2:12][OH:13])[CH2:9][F:10])[CH:7]=1.CC(OI1(OC(C)=O)(OC(C)=O)OC(=O)C2C=CC=CC1=2)=O. Product: [Br:1][C:2]1[CH:3]=[CH:4][C:5]([F:21])=[C:6]([C@@:8]([NH:14][S@@:15]([C:17]([CH3:19])([CH3:18])[CH3:20])=[O:16])([CH2:11][CH:12]=[O:13])[CH2:9][F:10])[CH:7]=1. The catalyst class is: 2. (4) Reactant: C([O:8][C:9]1[CH:10]=[C:11]2[C:16](=[CH:17][CH:18]=1)[N:15]=[C:14]([C:19]1[CH:20]=[N:21][CH:22]=[CH:23][CH:24]=1)[N:13]=[C:12]2[NH:25][C:26]1[S:27][CH:28]=[C:29]([C:31]2[CH:36]=[CH:35][C:34]([Cl:37])=[CH:33][CH:32]=2)[N:30]=1)C1C=CC=CC=1.C1(C(=CC=CC=1)O)O.COC.CS(O)(=O)=O.C([O-])(O)=O.[Na+]. Product: [Cl:37][C:34]1[CH:35]=[CH:36][C:31]([C:29]2[N:30]=[C:26]([NH:25][C:12]3[C:11]4[C:16](=[CH:17][CH:18]=[C:9]([OH:8])[CH:10]=4)[N:15]=[C:14]([C:19]4[CH:20]=[N:21][CH:22]=[CH:23][CH:24]=4)[N:13]=3)[S:27][CH:28]=2)=[CH:32][CH:33]=1. The catalyst class is: 6. (5) Reactant: [Cl:1][C:2]1[CH:7]=[CH:6][C:5]([C:8]2[C:17]3[C:12](=[CH:13][CH:14]=[C:15]([C:18](O)=[O:19])[CH:16]=3)[CH:11]=[N:10][CH:9]=2)=[CH:4][CH:3]=1.F[B-](F)(F)F.N1(OC(N(C)C)=[N+](C)C)C2C=CC=CC=2N=N1.C(N(CC)C(C)C)(C)C.[NH:52]1[CH2:56][CH2:55][CH:54]([OH:57])[CH2:53]1. Product: [Cl:1][C:2]1[CH:7]=[CH:6][C:5]([C:8]2[C:17]3[C:12](=[CH:13][CH:14]=[C:15]([C:18]([N:52]4[CH2:56][CH2:55][CH:54]([OH:57])[CH2:53]4)=[O:19])[CH:16]=3)[CH:11]=[N:10][CH:9]=2)=[CH:4][CH:3]=1. The catalyst class is: 9. (6) Reactant: [OH-].[Na+].[F:3][C:4]1[CH:5]=[C:6]([N:10]2[CH2:14][CH2:13][CH2:12][CH:11]2[C:15]2[CH:16]=[C:17]([C:33]([O:35]C)=[O:34])[CH:18]=[C:19]3[C:24]=2[O:23][C:22]([N:25]2[CH2:30][CH2:29][O:28][C@H:27]([CH3:31])[CH2:26]2)=[CH:21][C:20]3=[O:32])[CH:7]=[CH:8][CH:9]=1.Cl. Product: [F:3][C:4]1[CH:5]=[C:6]([N:10]2[CH2:14][CH2:13][CH2:12][CH:11]2[C:15]2[CH:16]=[C:17]([C:33]([OH:35])=[O:34])[CH:18]=[C:19]3[C:24]=2[O:23][C:22]([N:25]2[CH2:30][CH2:29][O:28][C@H:27]([CH3:31])[CH2:26]2)=[CH:21][C:20]3=[O:32])[CH:7]=[CH:8][CH:9]=1. The catalyst class is: 5.